From a dataset of Full USPTO retrosynthesis dataset with 1.9M reactions from patents (1976-2016). Predict the reactants needed to synthesize the given product. (1) The reactants are: [CH3:1][C:2]([O:5][C:6]([NH:8][C@:9]([CH3:17])([C:14]([OH:16])=[O:15])[CH2:10][CH:11]([CH3:13])[CH3:12])=[O:7])([CH3:4])[CH3:3].[Si](C=[N+]=[N-])(C)(C)[CH3:19]. Given the product [CH3:1][C:2]([O:5][C:6]([NH:8][C@:9]([CH3:17])([C:14]([O:16][CH3:19])=[O:15])[CH2:10][CH:11]([CH3:12])[CH3:13])=[O:7])([CH3:3])[CH3:4], predict the reactants needed to synthesize it. (2) The reactants are: Cl[C:2]1[C:11]2=[N:12][N:13](CC3C=CC(OC)=CC=3)[CH:14]=[C:10]2[C:9]2[CH:8]=[CH:7][C:6]([O:24][CH3:25])=[CH:5][C:4]=2[N:3]=1.[CH3:26][N:27]([CH2:29][C:30]1[CH:36]=[CH:35][C:33]([NH2:34])=[CH:32][CH:31]=1)[CH3:28].Cl. Given the product [CH3:28][N:27]([CH2:29][C:30]1[CH:31]=[CH:32][C:33]([NH:34][C:2]2[C:11]3=[N:12][NH:13][CH:14]=[C:10]3[C:9]3[CH:8]=[CH:7][C:6]([O:24][CH3:25])=[CH:5][C:4]=3[N:3]=2)=[CH:35][CH:36]=1)[CH3:26], predict the reactants needed to synthesize it. (3) Given the product [CH:1]1([C:4]2[CH:5]=[N:6][C:7]([NH:14][C:15]3[CH:16]=[C:17]4[C:21](=[CH:22][CH:23]=3)[N:20]([CH2:24][CH:25]([CH3:27])[CH3:26])[N:19]=[CH:18]4)=[C:8]([CH:13]=2)[C:9]([OH:11])=[O:10])[CH2:2][CH2:3]1, predict the reactants needed to synthesize it. The reactants are: [CH:1]1([C:4]2[CH:5]=[N:6][C:7]([NH:14][C:15]3[CH:16]=[C:17]4[C:21](=[CH:22][CH:23]=3)[N:20]([CH2:24][CH:25]([CH3:27])[CH3:26])[N:19]=[CH:18]4)=[C:8]([CH:13]=2)[C:9]([O:11]C)=[O:10])[CH2:3][CH2:2]1.[OH-].[Na+].Cl. (4) Given the product [CH3:20][C:19]([CH3:22])([CH3:21])[C:18]([NH:17][C:14]1[CH:15]=[CH:16][C:11]([CH2:10][NH2:9])=[CH:12][CH:13]=1)=[O:23], predict the reactants needed to synthesize it. The reactants are: Cl.C(OC([NH:9][CH2:10][C:11]1[CH:16]=[CH:15][C:14]([NH:17][C:18](=[O:23])[C:19]([CH3:22])([CH3:21])[CH3:20])=[CH:13][CH:12]=1)=O)(C)(C)C. (5) Given the product [CH3:1][N:2]1[C:6]([C:7]2[CH:19]=[N:18][C:17]3[C:16]4[CH:15]=[C:14]([C:20]([O:22][CH3:23])=[O:21])[CH:13]=[CH:12][C:11]=4[N:10]([C@H:36]([C:43]4[CH:48]=[CH:47][CH:46]=[CH:45][CH:44]=4)[CH:37]4[CH2:38][CH2:39][O:40][CH2:41][CH2:42]4)[C:9]=3[CH:8]=2)=[C:5]([CH3:24])[N:4]=[N:3]1, predict the reactants needed to synthesize it. The reactants are: [CH3:1][N:2]1[C:6]([C:7]2[CH:19]=[N:18][C:17]3[C:16]4[CH:15]=[C:14]([C:20]([O:22][CH3:23])=[O:21])[CH:13]=[CH:12][C:11]=4[NH:10][C:9]=3[CH:8]=2)=[C:5]([CH3:24])[N:4]=[N:3]1.C(=O)([O-])[O-].[Cs+].[Cs+].CS(O[C@@H:36]([C:43]1[CH:48]=[CH:47][CH:46]=[CH:45][CH:44]=1)[CH:37]1[CH2:42][CH2:41][O:40][CH2:39][CH2:38]1)(=O)=O. (6) Given the product [CH:20]1[C:21]2[C:11]3[C:12]([C:13]4[C:22]=2[C:17]([CH:16]=[CH:15][CH:14]=4)=[CH:18][CH:19]=1)=[N:23][C:24]1[C:32](=[CH:31][CH:30]=[C:26]([C:27]([OH:29])=[O:28])[CH:25]=1)[N:33]=3, predict the reactants needed to synthesize it. The reactants are: N1C2C(=CC=CC=2)C=CC=1.[CH2:11]1[C:21]2=[C:22]3[C:17](=[CH:18][CH:19]=[CH:20]2)[CH:16]=[CH:15][CH:14]=[C:13]3[CH2:12]1.[NH2:23][C:24]1[CH:25]=[C:26]([CH:30]=[CH:31][C:32]=1[NH2:33])[C:27]([OH:29])=[O:28].